Dataset: Full USPTO retrosynthesis dataset with 1.9M reactions from patents (1976-2016). Task: Predict the reactants needed to synthesize the given product. (1) Given the product [C:1]([C:5]1[CH:20]=[CH:19][C:8]([C:9]([NH:11][C:12]2[CH:13]=[N:14][C:15]([C:26]3[CH:27]=[CH:28][CH:29]=[CH:30][C:25]=3[F:24])=[CH:16][CH:17]=2)=[O:10])=[CH:7][C:6]=1[N+:21]([O-:23])=[O:22])([CH3:4])([CH3:3])[CH3:2], predict the reactants needed to synthesize it. The reactants are: [C:1]([C:5]1[CH:20]=[CH:19][C:8]([C:9]([NH:11][C:12]2[CH:13]=[N:14][C:15](Cl)=[CH:16][CH:17]=2)=[O:10])=[CH:7][C:6]=1[N+:21]([O-:23])=[O:22])([CH3:4])([CH3:3])[CH3:2].[F:24][C:25]1[CH:30]=[CH:29][CH:28]=[CH:27][C:26]=1B(O)O.C(=O)([O-])[O-].[K+].[K+].COCCOC.O. (2) The reactants are: [CH2:1]([NH:8][C:9]1[C:14]([N+:15]([O-:17])=[O:16])=[C:13]([NH:18][CH2:19][C:20]2[CH:25]=[CH:24][CH:23]=[CH:22][CH:21]=2)[CH:12]=[C:11](Br)[N:10]=1)[C:2]1[CH:7]=[CH:6][CH:5]=[CH:4][CH:3]=1.[CH2:27]([Sn](CCCC)(CCCC)CCCC)[CH:28]=[CH2:29]. Given the product [CH2:29]([C:11]1[N:10]=[C:9]([NH:8][CH2:1][C:2]2[CH:7]=[CH:6][CH:5]=[CH:4][CH:3]=2)[C:14]([N+:15]([O-:17])=[O:16])=[C:13]([NH:18][CH2:19][C:20]2[CH:25]=[CH:24][CH:23]=[CH:22][CH:21]=2)[CH:12]=1)[CH:28]=[CH2:27], predict the reactants needed to synthesize it. (3) Given the product [CH:8]1([O:7][C:5]2[S:29][C:2]([C:14]3[CH:19]=[CH:18][CH:17]=[CH:16][CH:15]=3)=[CH:3][CH:4]=2)[CH2:13][CH2:12][CH2:11][CH2:10][CH2:9]1, predict the reactants needed to synthesize it. The reactants are: O=[C:2]([C:14]1[CH:19]=[CH:18][CH:17]=[CH:16][CH:15]=1)[CH2:3][CH2:4][C:5]([O:7][CH:8]1[CH2:13][CH2:12][CH2:11][CH2:10][CH2:9]1)=O.COC1C=CC(P2(SP(C3C=CC(OC)=CC=3)(=S)S2)=[S:29])=CC=1. (4) Given the product [Cl:12][C:2]1[N:10]=[C:9]2[C:5]([NH:6][CH:7]=[N:8]2)=[C:4]([Cl:11])[N:3]=1, predict the reactants needed to synthesize it. The reactants are: N[C:2]1[N:10]=[C:9]2[C:5]([NH:6][CH:7]=[N:8]2)=[C:4]([Cl:11])[N:3]=1.[Cl:12][Si](Cl)(C)C.N(OCCC(C)C)=O. (5) Given the product [Br:1][C:2]1[CH:7]=[CH:6][C:5]([F:8])=[C:4]([C:9]2([CH:15]3[CH2:17][CH2:16]3)[CH2:10][O:14][C:13](=[O:29])[NH:12]2)[CH:3]=1, predict the reactants needed to synthesize it. The reactants are: [Br:1][C:2]1[CH:7]=[CH:6][C:5]([F:8])=[C:4]([C:9]([CH:15]2[CH2:17][CH2:16]2)([N:12]=[C:13]=[O:14])[CH2:10]I)[CH:3]=1.C(N(CC)CC)C.C([OH:29])CCC. (6) Given the product [NH:32]1[C:33]2[C:38](=[CH:37][CH:36]=[CH:35][CH:34]=2)[C:30]([C:27]2[CH2:28][CH2:29][N:24]([CH2:12][CH2:11][N:3]3[C:2](=[O:1])[N:6]4[CH:7]=[CH:8][CH:9]=[CH:10][C:5]4=[N:4]3)[CH2:25][CH:26]=2)=[CH:31]1, predict the reactants needed to synthesize it. The reactants are: [O:1]=[C:2]1[N:6]2[CH:7]=[CH:8][CH:9]=[CH:10][C:5]2=[N:4][N:3]1[CH2:11][CH2:12]OS(C1C=CC(C)=CC=1)(=O)=O.[NH:24]1[CH2:29][CH:28]=[C:27]([C:30]2[C:38]3[C:33](=[CH:34][CH:35]=[CH:36][CH:37]=3)[NH:32][CH:31]=2)[CH2:26][CH2:25]1.C(N(CC)CC)C.O.